Dataset: Forward reaction prediction with 1.9M reactions from USPTO patents (1976-2016). Task: Predict the product of the given reaction. (1) Given the reactants C([C@]1(C)[O:9][C:8](=O)[C@H:7]([CH3:11])[O:6]1)(C)(C)C.C[Si]([N-][Si](C)(C)C)(C)C.[Li+].[F:23][CH:24]([F:35])[CH:25]=[N:26][C:27]1[CH:32]=[CH:31][C:30]([O:33][CH3:34])=[CH:29][CH:28]=1.[Cl-].[NH4+], predict the reaction product. The product is: [F:23][CH:24]([F:35])[C@@H:25]1[N:26]([C:27]2[CH:32]=[CH:31][C:30]([O:33][CH3:34])=[CH:29][CH:28]=2)[C:8](=[O:9])[C@@:7]1([OH:6])[CH3:11]. (2) The product is: [ClH:33].[NH2:19][C@@H:17]1[CH2:18][C@H:16]1[C:13]1[CH:12]=[CH:11][C:10]([NH:9][C:7]([C:3]2[CH:2]=[C:1]([C:27]3[CH:32]=[CH:31][CH:30]=[CH:29][CH:28]=3)[CH:6]=[CH:5][CH:4]=2)=[O:8])=[CH:15][CH:14]=1. Given the reactants [C:1]1([C:27]2[CH:32]=[CH:31][CH:30]=[CH:29][CH:28]=2)[CH:6]=[CH:5][CH:4]=[C:3]([C:7]([NH:9][C:10]2[CH:15]=[CH:14][C:13]([C@@H:16]3[CH2:18][C@H:17]3[NH:19]C(=O)OC(C)(C)C)=[CH:12][CH:11]=2)=[O:8])[CH:2]=1.[ClH:33].C(OCC)(=O)C, predict the reaction product. (3) Given the reactants [NH2:1][C:2]1[C:7]([C:8]2[N:17]([C:18]3[CH:23]=[CH:22][C:21]([C:24]4([NH:28][C:29](=[O:35])[O:30][C:31]([CH3:34])([CH3:33])[CH3:32])[CH2:27][CH2:26][CH2:25]4)=[CH:20][CH:19]=3)[C:11]3=[N:12][C:13](Cl)=[CH:14][CH:15]=[C:10]3[N:9]=2)=[CH:6][CH:5]=[CH:4][N:3]=1.[C:36]([O:39][C:40]([CH3:60])([CH3:59])[C:41](=[O:58])[NH:42][C:43]1[CH:48]=[CH:47][CH:46]=[C:45](B2OC(C)(C)C(C)(C)O2)[CH:44]=1)(=[O:38])[CH3:37].P([O-])([O-])([O-])=O.[K+].[K+].[K+], predict the reaction product. The product is: [C:36]([O:39][C:40]([CH3:60])([CH3:59])[C:41]([NH:42][C:43]1[CH:48]=[CH:47][CH:46]=[C:45]([C:13]2[N:12]=[C:11]3[N:17]([C:18]4[CH:23]=[CH:22][C:21]([C:24]5([NH:28][C:29]([O:30][C:31]([CH3:33])([CH3:34])[CH3:32])=[O:35])[CH2:27][CH2:26][CH2:25]5)=[CH:20][CH:19]=4)[C:8]([C:7]4[C:2]([NH2:1])=[N:3][CH:4]=[CH:5][CH:6]=4)=[N:9][C:10]3=[CH:15][CH:14]=2)[CH:44]=1)=[O:58])(=[O:38])[CH3:37].